This data is from Reaction yield outcomes from USPTO patents with 853,638 reactions. The task is: Predict the reaction yield, written as a fraction of the theoretical maximum amount of product (1.0 means a 100% yield; for example, 0.34 means a 34% yield). The reactants are [C:1]([C:5]1[CH:10]=[CH:9][C:8]([S:11]([N:14]2[C@@H:19]([CH3:20])[CH2:18][N:17](C(OCC3C=CC=CC=3)=O)[CH2:16][C@@H:15]2[CH3:31])(=[O:13])=[O:12])=[CH:7][CH:6]=1)([CH3:4])([CH3:3])[CH3:2]. The catalyst is CO.[Pd]. The product is [C:1]([C:5]1[CH:6]=[CH:7][C:8]([S:11]([N:14]2[C@@H:19]([CH3:20])[CH2:18][NH:17][CH2:16][C@@H:15]2[CH3:31])(=[O:13])=[O:12])=[CH:9][CH:10]=1)([CH3:4])([CH3:2])[CH3:3]. The yield is 0.539.